Dataset: Forward reaction prediction with 1.9M reactions from USPTO patents (1976-2016). Task: Predict the product of the given reaction. (1) Given the reactants CN(C(ON1N=NC2C=CC=NC1=2)=[N+](C)C)C.F[P-](F)(F)(F)(F)F.[Cl:25][C:26]1[N:30]2[CH:31]=[C:32]([C:39]3[CH:43]=[CH:42][O:41][CH:40]=3)[CH:33]=[C:34]([C:35]([F:38])([F:37])[F:36])[C:29]2=[N:28][C:27]=1[C:44]([N:46]1[CH2:50][CH:49]([C:51]2[CH:56]=[CH:55][CH:54]=[CH:53][CH:52]=2)[CH:48]([C:57](O)=[O:58])[CH2:47]1)=[O:45].[CH3:60][N:61]([CH3:65])[CH2:62][CH2:63][NH2:64], predict the reaction product. The product is: [CH3:60][N:61]([CH3:65])[CH2:62][CH2:63][NH:64][C:57]([CH:48]1[CH:49]([C:51]2[CH:52]=[CH:53][CH:54]=[CH:55][CH:56]=2)[CH2:50][N:46]([C:44]([C:27]2[N:28]=[C:29]3[C:34]([C:35]([F:36])([F:38])[F:37])=[CH:33][C:32]([C:39]4[CH:43]=[CH:42][O:41][CH:40]=4)=[CH:31][N:30]3[C:26]=2[Cl:25])=[O:45])[CH2:47]1)=[O:58]. (2) Given the reactants Br[C:2]1[C:10]2[C:5](=[N:6][C:7]([NH2:11])=[N:8][CH:9]=2)[N:4]([CH3:12])[N:3]=1.[CH2:13]([O:20][C:21]1[CH:26]=[CH:25][C:24](B(O)O)=[CH:23][C:22]=1[F:30])[C:14]1[CH:19]=[CH:18][CH:17]=[CH:16][CH:15]=1.C([O-])([O-])=O.[Cs+].[Cs+], predict the reaction product. The product is: [CH2:13]([O:20][C:21]1[CH:26]=[CH:25][C:24]([C:2]2[C:10]3[C:5](=[N:6][C:7]([NH2:11])=[N:8][CH:9]=3)[N:4]([CH3:12])[N:3]=2)=[CH:23][C:22]=1[F:30])[C:14]1[CH:15]=[CH:16][CH:17]=[CH:18][CH:19]=1. (3) The product is: [Cl:2][C:3]1[CH:8]=[CH:7][CH:6]=[C:5]2[C:4]=1[NH:9][C:15]([C:14]([O:13][CH2:11][CH3:12])=[O:19])=[C:16]2[CH3:17]. Given the reactants Cl.[Cl:2][C:3]1[CH:8]=[CH:7][CH:6]=[CH:5][C:4]=1[NH:9]N.[CH2:11]([O:13][C:14](=[O:19])[C:15](=O)[CH2:16][CH3:17])[CH3:12].Cl, predict the reaction product. (4) Given the reactants [C:1]1([C:7]2([CH3:18])[C:12](=[O:13])[N:11]([CH2:14]C)[C:10](=[O:16])[NH:9][C:8]2=[O:17])[CH2:6][CH2:5][CH2:4][CH2:3]C=1.Br[CH2:20][C:21]([C:23]1[CH:28]=[CH:27][CH:26]=[CH:25][CH:24]=1)=[O:22], predict the reaction product. The product is: [C:1]1([C:7]2([CH3:18])[C:12](=[O:13])[N:11]([CH3:14])[C:10](=[O:16])[N:9]([CH2:20][C:21](=[O:22])[C:23]3[CH:28]=[CH:27][CH:26]=[CH:25][CH:24]=3)[C:8]2=[O:17])[CH2:6][CH2:5][CH2:4][CH:3]=1. (5) Given the reactants N[C:2]1[S:3][C:4]2[CH:10]=[C:9]([Cl:11])[CH:8]=[CH:7][C:5]=2[N:6]=1.N([O-])=O.[Na+].[Na+].[Cl-:17].CCOCC, predict the reaction product. The product is: [Cl:17][C:2]1[S:3][C:4]2[CH:10]=[C:9]([Cl:11])[CH:8]=[CH:7][C:5]=2[N:6]=1. (6) Given the reactants Cl[C:2]1[O:3][C:4]2[CH:10]=[CH:9][CH:8]=[CH:7][C:5]=2[N:6]=1.[Br:11][C:12]1[CH:13]=[CH:14][C:15]2[NH:20][CH2:19][CH2:18][O:17][C:16]=2[CH:21]=1, predict the reaction product. The product is: [O:3]1[C:4]2[CH:10]=[CH:9][CH:8]=[CH:7][C:5]=2[N:6]=[C:2]1[N:20]1[CH2:19][CH2:18][O:17][C:16]2[CH:21]=[C:12]([Br:11])[CH:13]=[CH:14][C:15]1=2. (7) Given the reactants CN.[NH2:3][C:4]1[N:8]([CH2:9][CH2:10][CH2:11][CH2:12][CH2:13][N:14]2C(=O)C3C(=CC=CC=3)C2=O)[C:7]([S:25][C:26]2[C:34]([I:35])=[CH:33][C:29]3[O:30][CH2:31][O:32][C:28]=3[CH:27]=2)=[N:6][C:5]=1[C:36]([NH2:38])=[O:37], predict the reaction product. The product is: [NH2:3][C:4]1[N:8]([CH2:9][CH2:10][CH2:11][CH2:12][CH2:13][NH2:14])[C:7]([S:25][C:26]2[C:34]([I:35])=[CH:33][C:29]3[O:30][CH2:31][O:32][C:28]=3[CH:27]=2)=[N:6][C:5]=1[C:36]([NH2:38])=[O:37].